Task: Predict the reactants needed to synthesize the given product.. Dataset: Full USPTO retrosynthesis dataset with 1.9M reactions from patents (1976-2016) Given the product [CH3:7][C:2]([CH3:8])([N:1]1[C:12](=[O:13])[C:11]2[C:10](=[CH:18][CH:17]=[CH:16][CH:15]=2)[C:9]1=[O:14])[CH2:3][C:4]([OH:6])=[O:5], predict the reactants needed to synthesize it. The reactants are: [NH2:1][C:2]([CH3:8])([CH3:7])[CH2:3][C:4]([OH:6])=[O:5].[C:9]1(=O)[O:14][C:12](=[O:13])[C:11]2=[CH:15][CH:16]=[CH:17][CH:18]=[C:10]12.